Predict the reaction yield, written as a fraction of the theoretical maximum amount of product (1.0 means a 100% yield; for example, 0.34 means a 34% yield). From a dataset of Reaction yield outcomes from USPTO patents with 853,638 reactions. The reactants are Cl.[NH:2]([C:4]1[CH:5]=[N:6][CH:7]=[CH:8][CH:9]=1)[NH2:3].[F:10][C:11]([F:18])([CH3:17])[C:12](=O)[CH2:13][C:14]#[N:15]. No catalyst specified. The product is [F:10][C:11]([C:12]1[CH:13]=[C:14]([NH2:15])[N:2]([C:4]2[CH:5]=[N:6][CH:7]=[CH:8][CH:9]=2)[N:3]=1)([F:18])[CH3:17]. The yield is 0.0900.